From a dataset of NCI-60 drug combinations with 297,098 pairs across 59 cell lines. Regression. Given two drug SMILES strings and cell line genomic features, predict the synergy score measuring deviation from expected non-interaction effect. (1) Drug 1: CC12CCC3C(C1CCC2=O)CC(=C)C4=CC(=O)C=CC34C. Drug 2: C1=NC2=C(N=C(N=C2N1C3C(C(C(O3)CO)O)O)F)N. Cell line: SF-295. Synergy scores: CSS=42.3, Synergy_ZIP=0.521, Synergy_Bliss=1.27, Synergy_Loewe=-2.98, Synergy_HSA=1.12. (2) Drug 1: C1CCC(C1)C(CC#N)N2C=C(C=N2)C3=C4C=CNC4=NC=N3. Drug 2: C1=NC2=C(N=C(N=C2N1C3C(C(C(O3)CO)O)F)Cl)N. Cell line: MALME-3M. Synergy scores: CSS=22.1, Synergy_ZIP=0.356, Synergy_Bliss=0.345, Synergy_Loewe=-25.3, Synergy_HSA=-0.781. (3) Drug 1: CC1C(C(=O)NC(C(=O)N2CCCC2C(=O)N(CC(=O)N(C(C(=O)O1)C(C)C)C)C)C(C)C)NC(=O)C3=C4C(=C(C=C3)C)OC5=C(C(=O)C(=C(C5=N4)C(=O)NC6C(OC(=O)C(N(C(=O)CN(C(=O)C7CCCN7C(=O)C(NC6=O)C(C)C)C)C)C(C)C)C)N)C. Drug 2: CC1C(C(CC(O1)OC2CC(CC3=C2C(=C4C(=C3O)C(=O)C5=CC=CC=C5C4=O)O)(C(=O)C)O)N)O. Cell line: NCI/ADR-RES. Synergy scores: CSS=16.6, Synergy_ZIP=-6.02, Synergy_Bliss=2.54, Synergy_Loewe=1.59, Synergy_HSA=1.76.